From a dataset of NCI-60 drug combinations with 297,098 pairs across 59 cell lines. Regression. Given two drug SMILES strings and cell line genomic features, predict the synergy score measuring deviation from expected non-interaction effect. (1) Drug 1: CC12CCC(CC1=CCC3C2CCC4(C3CC=C4C5=CN=CC=C5)C)O. Cell line: SK-OV-3. Synergy scores: CSS=0.567, Synergy_ZIP=0.713, Synergy_Bliss=4.28, Synergy_Loewe=2.01, Synergy_HSA=2.90. Drug 2: CCCS(=O)(=O)NC1=C(C(=C(C=C1)F)C(=O)C2=CNC3=C2C=C(C=N3)C4=CC=C(C=C4)Cl)F. (2) Drug 1: CNC(=O)C1=NC=CC(=C1)OC2=CC=C(C=C2)NC(=O)NC3=CC(=C(C=C3)Cl)C(F)(F)F. Drug 2: CS(=O)(=O)OCCCCOS(=O)(=O)C. Cell line: SF-539. Synergy scores: CSS=1.38, Synergy_ZIP=-1.52, Synergy_Bliss=-2.99, Synergy_Loewe=-6.96, Synergy_HSA=-5.83. (3) Cell line: T-47D. Synergy scores: CSS=27.1, Synergy_ZIP=-8.26, Synergy_Bliss=0.603, Synergy_Loewe=1.67, Synergy_HSA=2.18. Drug 2: C1=CC(=CC=C1CCCC(=O)O)N(CCCl)CCCl. Drug 1: CC(CN1CC(=O)NC(=O)C1)N2CC(=O)NC(=O)C2. (4) Drug 1: CCC1=C2CN3C(=CC4=C(C3=O)COC(=O)C4(CC)O)C2=NC5=C1C=C(C=C5)O. Drug 2: CCN(CC)CCCC(C)NC1=C2C=C(C=CC2=NC3=C1C=CC(=C3)Cl)OC. Cell line: M14. Synergy scores: CSS=45.0, Synergy_ZIP=-3.67, Synergy_Bliss=-2.58, Synergy_Loewe=-22.0, Synergy_HSA=-2.42. (5) Drug 1: C1=CC(=CC=C1CCC2=CNC3=C2C(=O)NC(=N3)N)C(=O)NC(CCC(=O)O)C(=O)O. Drug 2: CC1=CC=C(C=C1)C2=CC(=NN2C3=CC=C(C=C3)S(=O)(=O)N)C(F)(F)F. Cell line: KM12. Synergy scores: CSS=5.25, Synergy_ZIP=-10.2, Synergy_Bliss=-13.6, Synergy_Loewe=-9.11, Synergy_HSA=-8.94.